This data is from Full USPTO retrosynthesis dataset with 1.9M reactions from patents (1976-2016). The task is: Predict the reactants needed to synthesize the given product. (1) The reactants are: [N:1]1([C:6]2[CH:7]=[C:8]([C:12]([C:17]3[NH:25][C:20]4=[N:21][CH:22]=[CH:23][CH:24]=[C:19]4[CH:18]=3)=[CH:13][CH:14]([CH3:16])[CH3:15])[CH:9]=[CH:10][CH:11]=2)[CH:5]=[CH:4][CH:3]=[N:2]1. Given the product [N:1]1([C:6]2[CH:7]=[C:8]([CH:12]([C:17]3[NH:25][C:20]4=[N:21][CH:22]=[CH:23][CH:24]=[C:19]4[CH:18]=3)[CH2:13][CH:14]([CH3:16])[CH3:15])[CH:9]=[CH:10][CH:11]=2)[CH:5]=[CH:4][CH:3]=[N:2]1, predict the reactants needed to synthesize it. (2) Given the product [N:8]1[CH:9]=[CH:10][CH:11]=[CH:12][C:7]=1[C:19]1([OH:26])[CH2:20][CH2:21][C:16]2([O:23][CH2:13][CH2:14][O:15]2)[CH2:17][CH2:18]1, predict the reactants needed to synthesize it. The reactants are: C([Li])CCC.Br[C:7]1[CH:12]=[CH:11][CH:10]=[CH:9][N:8]=1.[CH2:13]1[O:23][C:16]2([CH2:21][CH2:20][CH2:19][CH2:18][C:17]2=O)[O:15][CH2:14]1.CC[O:26]CC.